Dataset: Forward reaction prediction with 1.9M reactions from USPTO patents (1976-2016). Task: Predict the product of the given reaction. (1) Given the reactants [Br:1][C:2]1[CH:7]=[CH:6][C:5]([S:8](Cl)(=[O:10])=[O:9])=[CH:4][CH:3]=1.[F:12][C:13]([F:17])([F:16])[CH2:14][NH2:15], predict the reaction product. The product is: [Br:1][C:2]1[CH:7]=[CH:6][C:5]([S:8]([NH:15][CH2:14][C:13]([F:17])([F:16])[F:12])(=[O:10])=[O:9])=[CH:4][CH:3]=1. (2) Given the reactants C(C1CC([CH:11]=[O:12])CCN1C(O)=O)(C)(C)C.[NH2:16][C:17]1[C:22]([CH:23]=O)=[C:21]([CH:25]2[CH2:30][CH2:29][N:28]([C:31]([O:33][C:34]([CH3:37])([CH3:36])[CH3:35])=[O:32])[CH2:27][CH2:26]2)[CH:20]=[C:19]([C:38]2[C:43]([O:44][CH2:45][C:46]3[CH:51]=[CH:50][C:49]([O:52][CH3:53])=[CH:48][CH:47]=3)=[CH:42][CH:41]=[CH:40][C:39]=2[O:54][CH2:55][CH:56]2[CH2:58][CH2:57]2)[N:18]=1.[NH:59]1CCCCC1.[CH2:65]([OH:67])[CH3:66], predict the reaction product. The product is: [NH2:59][C:65]([C:66]1[C:11](=[O:12])[NH:16][C:17]2[N:18]=[C:19]([C:38]3[C:43]([O:44][CH2:45][C:46]4[CH:51]=[CH:50][C:49]([O:52][CH3:53])=[CH:48][CH:47]=4)=[CH:42][CH:41]=[CH:40][C:39]=3[O:54][CH2:55][CH:56]3[CH2:57][CH2:58]3)[CH:20]=[C:21]([CH:25]3[CH2:26][CH2:27][N:28]([C:31]([O:33][C:34]([CH3:35])([CH3:37])[CH3:36])=[O:32])[CH2:29][CH2:30]3)[C:22]=2[CH:23]=1)=[O:67]. (3) Given the reactants C(OC([N:8]1[CH2:13][CH2:12][N:11]([C:14]2C(=O)N(CC(C)C)N=[C:18]([C:21]3[CH:26]=[CH:25][C:24](C)=C(F)C=3)[C:19]=2C)[CH2:10][CH2:9]1)=O)(C)(C)C.[CH2:34]([N:38]1[C:43](=[O:44])[C:42]([CH2:45]OS(C)(=O)=O)=[CH:41][C:40]([C:51]2[CH:56]=[CH:55][C:54]([CH3:57])=[CH:53][CH:52]=2)=[N:39]1)[CH:35]([CH3:37])[CH3:36].C(N1CCNCC1)C1C=CC=CC=1, predict the reaction product. The product is: [CH2:14]([N:11]1[CH2:10][CH2:9][N:8]([CH2:45][C:42]2[C:43](=[O:44])[N:38]([CH2:34][CH:35]([CH3:37])[CH3:36])[N:39]=[C:40]([C:51]3[CH:56]=[CH:55][C:54]([CH3:57])=[CH:53][CH:52]=3)[CH:41]=2)[CH2:13][CH2:12]1)[C:19]1[CH:18]=[CH:21][CH:26]=[CH:25][CH:24]=1. (4) Given the reactants [Cl:1][C:2]1[C:11]2[C:6](=[CH:7][CH:8]=[C:9]([C:12]#[N:13])[CH:10]=2)[N:5]=[C:4]([CH3:14])[C:3]=1[C:15]([O:17][CH3:18])=[O:16].[Br:19]N1C(=O)CCC1=O.N(C(C)(C)C#N)=NC(C)(C)C#N, predict the reaction product. The product is: [Br:19][CH2:14][C:4]1[C:3]([C:15]([O:17][CH3:18])=[O:16])=[C:2]([Cl:1])[C:11]2[C:6](=[CH:7][CH:8]=[C:9]([C:12]#[N:13])[CH:10]=2)[N:5]=1. (5) Given the reactants [NH:1]1[CH2:6][CH2:5][CH:4]([N:7]2[C:11]3[CH:12]=[CH:13][CH:14]=[CH:15][C:10]=3[NH:9][C:8]2=[O:16])[CH2:3][CH2:2]1.CCN(CC)CC.[O:24](C(OC(C)(C)C)=O)[C:25]([O:27][C:28]([CH3:31])([CH3:30])[CH3:29])=O, predict the reaction product. The product is: [C:28]([O:27][C:25]([N:1]1[CH2:2][CH2:3][CH:4]([N:7]2[C:11]3[CH:12]=[CH:13][CH:14]=[CH:15][C:10]=3[NH:9][C:8]2=[O:16])[CH2:5][CH2:6]1)=[O:24])([CH3:31])([CH3:30])[CH3:29]. (6) Given the reactants Cl[C:2]1[N:10]=[C:9](Cl)[CH:8]=[CH:7][C:3]=1[C:4]([NH2:6])=[O:5].[CH3:12][N:13]1[CH2:18][CH2:17][CH:16]([C:19]2[CH:25]=[CH:24][C:22]([NH2:23])=[CH:21][CH:20]=2)[CH2:15][CH2:14]1.C(O[C:31](=[O:38])[NH:32][C@@H:33]1[CH2:37][CH2:36][NH:35][CH2:34]1)(C)(C)C.[C:39](O)(=O)[CH:40]=C, predict the reaction product. The product is: [C:31]([NH:32][C@H:33]1[CH2:37][CH2:36][N:35]([C:9]2[CH:8]=[CH:7][C:3]([C:4]([NH2:6])=[O:5])=[C:2]([NH:23][C:22]3[CH:21]=[CH:20][C:19]([CH:16]4[CH2:17][CH2:18][N:13]([CH3:12])[CH2:14][CH2:15]4)=[CH:25][CH:24]=3)[N:10]=2)[CH2:34]1)(=[O:38])[CH:39]=[CH2:40].